This data is from Full USPTO retrosynthesis dataset with 1.9M reactions from patents (1976-2016). The task is: Predict the reactants needed to synthesize the given product. (1) Given the product [CH3:19][C:18]1[CH:17]=[CH:16][C:6]2[C:4](=[CH:3][C:2]([CH3:1])=[CH:8][C:7]=2[CH3:9])[N:5]=1, predict the reactants needed to synthesize it. The reactants are: [CH3:1][C:2]1[CH:3]=[C:4]([CH:6]=[C:7]([CH3:9])[CH:8]=1)[NH2:5].C(=O)C.O.[OH-].[NH4+].[CH3:16][CH2:17][CH2:18][CH2:19]CC.C(OCC)(=O)C. (2) Given the product [CH2:22]([C:29]12[C:38](=[O:39])[CH2:37][CH2:36][CH2:35][CH:34]1[CH:33]([CH3:40])[C:32]1([O:41][CH2:42][CH2:43][O:44]1)[CH2:31][CH2:30]2)[C:23]1[CH:28]=[CH:27][CH:26]=[CH:25][CH:24]=1, predict the reactants needed to synthesize it. The reactants are: [Cr](O[Cr]([O-])(=O)=O)([O-])(=O)=O.[NH+]1C=CC=CC=1.[NH+]1C=CC=CC=1.[CH2:22]([C:29]12[CH:38]([OH:39])[CH2:37][CH2:36][CH2:35][CH:34]1[CH:33]([CH3:40])[C:32]1([O:44][CH2:43][CH2:42][O:41]1)[CH2:31][CH2:30]2)[C:23]1[CH:28]=[CH:27][CH:26]=[CH:25][CH:24]=1. (3) Given the product [O:12]=[C:8]1[C:9]2[C:4](=[CH:3][C:2]([O:1][CH2:20][C:21]3[CH:28]=[CH:27][C:24]([C:25]#[N:26])=[CH:23][CH:22]=3)=[CH:11][CH:10]=2)[CH2:5][CH2:6][NH:7]1, predict the reactants needed to synthesize it. The reactants are: [OH:1][C:2]1[CH:3]=[C:4]2[C:9](=[CH:10][CH:11]=1)[C:8](=[O:12])[NH:7][CH2:6][CH2:5]2.C(=O)([O-])[O-].[K+].[K+].Br[CH2:20][C:21]1[CH:28]=[CH:27][C:24]([C:25]#[N:26])=[CH:23][CH:22]=1. (4) Given the product [Cl:19][C:20]1[N:25]=[C:24]([C:9]2[CH:10]=[N:11][N:12]3[CH2:17][CH2:16][CH2:15][CH2:14][C:13]=23)[CH:23]=[CH:22][N:21]=1, predict the reactants needed to synthesize it. The reactants are: CC1(C)C(C)(C)OB([C:9]2[CH:10]=[N:11][N:12]3[CH2:17][CH2:16][CH2:15][CH2:14][C:13]=23)O1.[Cl:19][C:20]1[N:25]=[C:24](Cl)[CH:23]=[CH:22][N:21]=1.C([O-])([O-])=O.[Na+].[Na+]. (5) Given the product [CH:1]([C:4]1[C:12]2[C:7](=[CH:8][CH:9]=[C:10]([O:13][C:14]3[C:19]([CH3:20])=[CH:18][C:17]([NH:21][C:22](=[O:28])[CH2:23][C:24]([OH:26])=[O:25])=[CH:16][C:15]=3[CH3:29])[CH:11]=2)[NH:6][CH:5]=1)([CH3:3])[CH3:2], predict the reactants needed to synthesize it. The reactants are: [CH:1]([C:4]1[C:12]2[C:7](=[CH:8][CH:9]=[C:10]([O:13][C:14]3[C:19]([CH3:20])=[CH:18][C:17]([NH:21][C:22](=[O:28])[CH2:23][C:24]([O:26]C)=[O:25])=[CH:16][C:15]=3[CH3:29])[CH:11]=2)[NH:6][CH:5]=1)([CH3:3])[CH3:2].[OH-].[Na+].